This data is from Reaction yield outcomes from USPTO patents with 853,638 reactions. The task is: Predict the reaction yield, written as a fraction of the theoretical maximum amount of product (1.0 means a 100% yield; for example, 0.34 means a 34% yield). (1) The reactants are [N:1]1([C:7]2[C:8]3[S:23][C:22]([CH2:24][N:25]4[CH2:28][CH:27]([N:29]5[CH2:34][CH2:33][O:32][CH2:31][CH2:30]5)[CH2:26]4)=[CH:21][C:9]=3[N:10]=[C:11]([NH:13][C:14]3[C:15]([NH2:20])=[CH:16][CH:17]=[CH:18][CH:19]=3)[N:12]=2)[CH2:6][CH2:5][O:4][CH2:3][CH2:2]1.[C:35](O)(=O)[CH3:36]. No catalyst specified. The product is [CH3:35][C:36]1[N:13]([C:11]2[N:12]=[C:7]([N:1]3[CH2:6][CH2:5][O:4][CH2:3][CH2:2]3)[C:8]3[S:23][C:22]([CH2:24][N:25]4[CH2:28][CH:27]([N:29]5[CH2:30][CH2:31][O:32][CH2:33][CH2:34]5)[CH2:26]4)=[CH:21][C:9]=3[N:10]=2)[C:14]2[CH:19]=[CH:18][CH:17]=[CH:16][C:15]=2[N:20]=1. The yield is 0.430. (2) The reactants are [C:1]([CH:4]1[CH2:9][N:8]([C:10]2[C:19]3[C:14](=[CH:15][C:16]([Cl:27])=[C:17]([C:20]4[CH:25]=[CH:24][C:23]([Cl:26])=[CH:22][CH:21]=4)[CH:18]=3)[N:13]=[CH:12][N:11]=2)[CH2:7][CH2:6][N:5]1[C:28]([O:30][C:31]([CH3:34])([CH3:33])[CH3:32])=[O:29])(=O)[NH2:2].CCN(CC)CC.C(OC(C(F)(F)F)=O)(C(F)(F)F)=O. The catalyst is C(Cl)Cl. The product is [Cl:27][C:16]1[CH:15]=[C:14]2[C:19]([C:10]([N:8]3[CH2:7][CH2:6][N:5]([C:28]([O:30][C:31]([CH3:32])([CH3:33])[CH3:34])=[O:29])[CH:4]([C:1]#[N:2])[CH2:9]3)=[N:11][CH:12]=[N:13]2)=[CH:18][C:17]=1[C:20]1[CH:25]=[CH:24][C:23]([Cl:26])=[CH:22][CH:21]=1. The yield is 0.860. (3) The reactants are [F:1][C:2]([F:29])([F:28])[C:3]1[CH:27]=[CH:26][CH:25]=[CH:24][C:4]=1[C:5]([N:7]1[CH2:11][C:10]2[CH2:12][N:13]([C:15]3[CH:23]=[CH:22][C:18]([C:19](O)=[O:20])=[CH:17][N:16]=3)[CH2:14][C:9]=2[CH2:8]1)=[O:6].[CH2:30]([NH2:35])[CH2:31][CH:32]([CH3:34])[CH3:33]. No catalyst specified. The product is [CH3:33][CH:32]([CH3:34])[CH2:31][CH2:30][NH:35][C:19](=[O:20])[C:18]1[CH:22]=[CH:23][C:15]([N:13]2[CH2:12][C:10]3[CH2:11][N:7]([C:5](=[O:6])[C:4]4[CH:24]=[CH:25][CH:26]=[CH:27][C:3]=4[C:2]([F:1])([F:29])[F:28])[CH2:8][C:9]=3[CH2:14]2)=[N:16][CH:17]=1. The yield is 0.340. (4) The reactants are [CH2:1](I)[CH3:2].[Li]C(C)(C)C.CCCCC.[C:14]([N:33]1[CH:37]=[C:36]([CH:38]=[O:39])[N:35]=[CH:34]1)([C:27]1[CH:32]=[CH:31][CH:30]=[CH:29][CH:28]=1)([C:21]1[CH:26]=[CH:25][CH:24]=[CH:23][CH:22]=1)[C:15]1[CH:20]=[CH:19][CH:18]=[CH:17][CH:16]=1.Cl. The catalyst is CCOCC.C1COCC1. The product is [C:14]([N:33]1[CH:37]=[C:36]([CH:38]([OH:39])[CH2:1][CH3:2])[N:35]=[CH:34]1)([C:27]1[CH:28]=[CH:29][CH:30]=[CH:31][CH:32]=1)([C:21]1[CH:22]=[CH:23][CH:24]=[CH:25][CH:26]=1)[C:15]1[CH:20]=[CH:19][CH:18]=[CH:17][CH:16]=1. The yield is 0.560. (5) The reactants are [C:1]([C:3]1[N:4]=[C:5]([C:16]([O-:18])=O)[N:6]([CH2:8][O:9][CH2:10][CH2:11][Si:12]([CH3:15])([CH3:14])[CH3:13])[CH:7]=1)#[N:2].[K+].N1C=CC=CC=1.O=S(Cl)Cl.[C:30]([Si:34]([CH3:56])([CH3:55])[O:35][CH2:36][C:37]([C:40]1[CH:45]=[CH:44][C:43]([NH2:46])=[C:42]([C:47]2[CH2:52][CH2:51][C:50]([CH3:54])([CH3:53])[CH2:49][CH:48]=2)[CH:41]=1)([CH3:39])[CH3:38])([CH3:33])([CH3:32])[CH3:31]. The catalyst is C(Cl)Cl.CCOC(C)=O. The product is [C:30]([Si:34]([CH3:55])([CH3:56])[O:35][CH2:36][C:37]([C:40]1[CH:45]=[CH:44][C:43]([NH:46][C:16]([C:5]2[N:6]([CH2:8][O:9][CH2:10][CH2:11][Si:12]([CH3:13])([CH3:14])[CH3:15])[CH:7]=[C:3]([C:1]#[N:2])[N:4]=2)=[O:18])=[C:42]([C:47]2[CH2:52][CH2:51][C:50]([CH3:54])([CH3:53])[CH2:49][CH:48]=2)[CH:41]=1)([CH3:39])[CH3:38])([CH3:33])([CH3:31])[CH3:32]. The yield is 0.930. (6) The catalyst is C1COCC1. The product is [CH:1]1([N:4]2[CH2:5][CH2:6][N:7]([C:10]3[CH:11]=[CH:12][C:13]([C:14]([NH:21][C:22]4[CH:23]=[C:24]([CH2:34][CH2:35][C:36]5[CH:41]=[C:40]([O:42][CH3:43])[CH:39]=[C:38]([O:44][CH3:45])[CH:37]=5)[NH:25][N:26]=4)=[O:16])=[CH:19][CH:20]=3)[CH2:8][CH2:9]2)[CH2:2][CH2:3]1. The yield is 0.120. The reactants are [CH:1]1([N:4]2[CH2:9][CH2:8][N:7]([C:10]3[CH:20]=[CH:19][C:13]([C:14]([O:16]CC)=O)=[CH:12][CH:11]=3)[CH2:6][CH2:5]2)[CH2:3][CH2:2]1.[NH2:21][C:22]1[N:26](C(OC(C)(C)C)=O)[N:25]=[C:24]([CH2:34][CH2:35][C:36]2[CH:41]=[C:40]([O:42][CH3:43])[CH:39]=[C:38]([O:44][CH3:45])[CH:37]=2)[CH:23]=1.C[Si]([N-][Si](C)(C)C)(C)C.[Na+].